Dataset: Full USPTO retrosynthesis dataset with 1.9M reactions from patents (1976-2016). Task: Predict the reactants needed to synthesize the given product. (1) Given the product [NH2:8][C@@H:9]1[C@H:13]([F:14])[CH2:12][N:11]([C:15]([O:17][C:18]([CH3:21])([CH3:20])[CH3:19])=[O:16])[CH2:10]1, predict the reactants needed to synthesize it. The reactants are: C([NH:8][C@@H:9]1[C@H:13]([F:14])[CH2:12][N:11]([C:15]([O:17][C:18]([CH3:21])([CH3:20])[CH3:19])=[O:16])[CH2:10]1)C1C=CC=CC=1. (2) The reactants are: [CH3:1][C:2]1[CH:7]=[C:6]([CH3:8])[CH:5]=[CH:4][C:3]=1[N+:9]([O-:11])=[O:10].Cl[S:13]([OH:16])(=O)=[O:14].[CH3:17][NH:18][CH3:19]. Given the product [CH3:8][C:6]1[CH:7]=[C:2]([CH3:1])[C:3]([N+:9]([O-:11])=[O:10])=[CH:4][C:5]=1[S:13]([N:18]([CH3:19])[CH3:17])(=[O:16])=[O:14], predict the reactants needed to synthesize it. (3) Given the product [C:1]([O:5][C:6]([N:8]1[CH2:13][CH2:12][CH:11]([N:14]2[CH:18]=[C:17]([C:19]3[CH:20]=[N:21][C:22]([NH2:25])=[C:23]([Br:32])[CH:24]=3)[CH:16]=[N:15]2)[CH2:10][CH2:9]1)=[O:7])([CH3:4])([CH3:2])[CH3:3], predict the reactants needed to synthesize it. The reactants are: [C:1]([O:5][C:6]([N:8]1[CH2:13][CH2:12][CH:11]([N:14]2[CH:18]=[C:17]([C:19]3[CH:20]=[N:21][C:22]([NH2:25])=[CH:23][CH:24]=3)[CH:16]=[N:15]2)[CH2:10][CH2:9]1)=[O:7])([CH3:4])([CH3:3])[CH3:2].C([O-])([O-])=O.[Na+].[Na+].[Br:32]Br.S([O-])([O-])(=O)=S.[Na+].[Na+].C(=O)(O)[O-].[Na+].